This data is from Peptide-MHC class I binding affinity with 185,985 pairs from IEDB/IMGT. The task is: Regression. Given a peptide amino acid sequence and an MHC pseudo amino acid sequence, predict their binding affinity value. This is MHC class I binding data. (1) The peptide sequence is EEVLDVCPLG. The MHC is HLA-B45:01 with pseudo-sequence HLA-B45:01. The binding affinity (normalized) is 0.224. (2) The peptide sequence is LYVAGVPEL. The MHC is HLA-A26:01 with pseudo-sequence HLA-A26:01. The binding affinity (normalized) is 0.0847. (3) The peptide sequence is ASDDLEHWQ. The MHC is HLA-B27:05 with pseudo-sequence HLA-B27:05. The binding affinity (normalized) is 0.0847. (4) The peptide sequence is AALVRLTAL. The MHC is H-2-Kb with pseudo-sequence H-2-Kb. The binding affinity (normalized) is 0.682. (5) The peptide sequence is ITFHNQRDF. The MHC is HLA-B46:01 with pseudo-sequence HLA-B46:01. The binding affinity (normalized) is 0.0847. (6) The peptide sequence is LISIFLHLV. The MHC is HLA-A02:02 with pseudo-sequence HLA-A02:02. The binding affinity (normalized) is 0.778.